From a dataset of Full USPTO retrosynthesis dataset with 1.9M reactions from patents (1976-2016). Predict the reactants needed to synthesize the given product. Given the product [ClH:1].[CH3:2][CH:3]1[CH2:8][NH:7][CH2:6][CH2:5][N:4]1[C:16]([O:18][CH:19]([CH3:21])[CH3:20])=[O:17], predict the reactants needed to synthesize it. The reactants are: [ClH:1].[CH3:2][CH:3]1[CH2:8][N:7](C(OC(C)(C)C)=O)[CH2:6][CH2:5][N:4]1[C:16]([O:18][CH:19]([CH3:21])[CH3:20])=[O:17].